This data is from Peptide-MHC class I binding affinity with 185,985 pairs from IEDB/IMGT. The task is: Regression. Given a peptide amino acid sequence and an MHC pseudo amino acid sequence, predict their binding affinity value. This is MHC class I binding data. (1) The MHC is HLA-B58:01 with pseudo-sequence HLA-B58:01. The binding affinity (normalized) is 0.0847. The peptide sequence is APEEKYLSM. (2) The binding affinity (normalized) is 0. The peptide sequence is LPTNAVVKM. The MHC is HLA-A30:02 with pseudo-sequence HLA-A30:02. (3) The peptide sequence is AILVTTVTLH. The MHC is HLA-A33:01 with pseudo-sequence HLA-A33:01. The binding affinity (normalized) is 0.157. (4) The peptide sequence is YVHEGVSYEV. The MHC is HLA-A68:02 with pseudo-sequence HLA-A68:02. The binding affinity (normalized) is 0.756. (5) The binding affinity (normalized) is 0.0847. The peptide sequence is FAEGVVAFL. The MHC is HLA-A26:01 with pseudo-sequence HLA-A26:01. (6) The peptide sequence is IMVSEHFSL. The MHC is HLA-B15:03 with pseudo-sequence HLA-B15:03. The binding affinity (normalized) is 0.842. (7) The peptide sequence is GDYKLVEI. The MHC is Mamu-A01 with pseudo-sequence Mamu-A01. The binding affinity (normalized) is 0.